Dataset: Reaction yield outcomes from USPTO patents with 853,638 reactions. Task: Predict the reaction yield, written as a fraction of the theoretical maximum amount of product (1.0 means a 100% yield; for example, 0.34 means a 34% yield). (1) The reactants are C([N:8]1[CH2:14][C:13]2[N:15]=[CH:16][C:17]([N:19]3[CH2:24][CH2:23][CH2:22][CH2:21][CH:20]3[CH3:25])=[N:18][C:12]=2[O:11][CH2:10][CH2:9]1)C1C=CC=CC=1.C(OCC)(=O)C.[ClH:32]. The catalyst is CO.[OH-].[OH-].[Pd+2]. The product is [ClH:32].[CH3:25][CH:20]1[CH2:21][CH2:22][CH2:23][CH2:24][N:19]1[C:17]1[CH:16]=[N:15][C:13]2[CH2:14][NH:8][CH2:9][CH2:10][O:11][C:12]=2[N:18]=1. The yield is 0.730. (2) The reactants are [Cl:1][CH2:2][CH2:3][C:4]([NH:6][CH:7]1[CH2:13][CH:12]2[N:14]([C:15]3[C:24]4[C:19](=[CH:20][CH:21]=[CH:22][CH:23]=4)[C:18]([C:25]#[N:26])=[CH:17][CH:16]=3)[CH:9]([CH2:10][CH2:11]2)[CH2:8]1)=[O:5].[NH:27]1[CH:31]=[CH:30][N:29]=[CH:28]1.[I-].[Na+].ClCCl. The catalyst is C(OCC)(=O)C. The product is [ClH:1].[C:25]([C:18]1[C:19]2[C:24](=[CH:23][CH:22]=[CH:21][CH:20]=2)[C:15]([N:14]2[CH:12]3[CH2:11][CH2:10][CH:9]2[CH2:8][CH:7]([NH:6][C:4](=[O:5])[CH2:3][CH2:2][N:27]2[CH:31]=[CH:30][N:29]=[CH:28]2)[CH2:13]3)=[CH:16][CH:17]=1)#[N:26]. The yield is 0.470. (3) The reactants are C([O:8][C:9]1[C:14](=[O:15])[CH:13]=[C:12]([CH2:16][NH:17][S:18]([C:21]2[CH:22]=[C:23]([CH3:27])[CH:24]=[CH:25][CH:26]=2)(=[O:20])=[O:19])[N:11]([CH3:28])[C:10]=1[C:29]([OH:31])=[O:30])C1C=CC=CC=1.C1(S(C(N)C2N(C)C(C(O)=O)=C(O)C(=O)C=2)(=O)=O)C=CC=CC=1. No catalyst specified. The product is [OH:8][C:9]1[C:14](=[O:15])[CH:13]=[C:12]([CH2:16][NH:17][S:18]([C:21]2[CH:22]=[C:23]([CH3:27])[CH:24]=[CH:25][CH:26]=2)(=[O:19])=[O:20])[N:11]([CH3:28])[C:10]=1[C:29]([OH:31])=[O:30]. The yield is 0.284.